This data is from Experimentally validated miRNA-target interactions with 360,000+ pairs, plus equal number of negative samples. The task is: Binary Classification. Given a miRNA mature sequence and a target amino acid sequence, predict their likelihood of interaction. (1) The miRNA is hsa-miR-33b-3p with sequence CAGUGCCUCGGCAGUGCAGCCC. The protein sequence of the target gene is MLAVPEMGLQGLYIGSSPERSPVPSPPGSPRTQESCGIAPLTPSQSPKPEVRAPQQASFSVVVAIDFGTTSSGYAFSFASDPEAIHMMRKWEGGDPGVAHQKTPTCLLLTPEGAFHSFGYTARDYYHDLDPEEARDWLYFEKFKMKIHSATDLTLKTQLEAVNGKTMPALEVFAHALRFFREHALQELREQSPSLPEKDTVRWVLTVPAIWKQPAKQFMREAAYLAGLVSRENAEQLLIALEPEAASVYCRKLRLHQLLDLSGRAPGGGRLGERRSIDSSFRQAREQLRRSRHSRTFLVE.... Result: 1 (interaction). (2) The miRNA is mmu-miR-1839-3p with sequence AGACCUACUUAUCUACCAACAGC. The protein sequence of the target gene is MADRTAPRCQLRLEWVYGYRGHQCRNNLYYTAGKEVVYFVAGVGVVYNTREHSQKFFLGHNDDIISLALHPDKTLIATGQVGKEPYICIWNSYNVHTVSILKDVHTHGVACLAFDSDGQHLASVGLDAKNTVCIWDWRKGKLLASATGHSDRIFDISWDPYQPNRMVSCGVKHIKFWTLCGNALTAKRGIFGKTGDLQTILCLACAKEDITYSGALNGDIYVWKGLTLVRTIQGAHSAGIFSLYACEEGFATGGRDGCIRLWDTDFKPITKIDLRETEQGYKGLSIRSVCWKADRLLAGT.... Result: 0 (no interaction). (3) The miRNA is hsa-miR-484 with sequence UCAGGCUCAGUCCCCUCCCGAU. The protein sequence of the target gene is MEKQKPFTLFVPPRLSSSQVSAVKPQTAGGDSNYFKTANKCTEGDFGVPFTMSSRENIDKDPAFQKLSILPMLEQVANSGSCHYQEGVNDSDFENSEPMSRLYSKLYKEAEKIKKWKVSIESELKQKENKLQENRKIIEAQRKAIQELQFENEKVSLKLEEEIQENKDLIKENNATIHWCNLLKETCARSAEKTNKYEYEREETRQVYVDLNSNIEKMILAFEELRVQAENARLEMHFKLKEDHEKIQHLEEEYQKEVNNKENQVSELLIQSAEKENKMKDLTFLLEESRDKANQLEEKT.... Result: 0 (no interaction). (4) The miRNA is mmu-miR-376b-3p with sequence AUCAUAGAGGAACAUCCACUU. The protein sequence of the target gene is MAPKQDPKPKFQEGERVLCFHGPLLYEAKCVKVAIKDKQVKYFIHYSGWNKKSAVRPRRSEKSLKTREDIVALFPVPEGAPSVHHPLLTSSWDEWVPESRVLKYVDTNLQKQRELQKANQEQYAEGKMRGAAPGKKTSGLQQKNVEVKTKKNKQKTPGNGDGGSTSETPQPPRKKRARVDPTVENEETFMNRVEVKVKIPEELKPWLVDDWDLITRQKQLFYLPAKKNVDSILEDYANYKKSRGNTDNKEYAVNEVVAGIKEYFNVMLGTQLLYKFERPQYAEILADHPDAPMSQVYGAP.... Result: 1 (interaction).